Predict the reaction yield, written as a fraction of the theoretical maximum amount of product (1.0 means a 100% yield; for example, 0.34 means a 34% yield). From a dataset of Reaction yield outcomes from USPTO patents with 853,638 reactions. The reactants are Br[C:2]1[CH:7]=[CH:6][C:5]([C:8]2[N:12]([CH2:13][C@@H:14]3[CH2:18][CH2:17][N:16]([C:19]([CH:21]4[CH2:23][CH2:22]4)=[O:20])[CH2:15]3)[CH:11]=[N:10][N:9]=2)=[C:4]([F:24])[CH:3]=1.[N:25]1([C:30]2[CH:35]=[CH:34][C:33](B(O)O)=[CH:32][CH:31]=2)[CH:29]=[CH:28][CH:27]=[N:26]1. The catalyst is O1CCOCC1.C([O-])([O-])=O.[K+].[K+].C1C=CC(P(C2C=CC=CC=2)[C-]2C=CC=C2)=CC=1.C1C=CC(P(C2C=CC=CC=2)[C-]2C=CC=C2)=CC=1.Cl[Pd]Cl.[Fe+2]. The product is [CH:21]1([C:19]([N:16]2[CH2:17][CH2:18][C@@H:14]([CH2:13][N:12]3[CH:11]=[N:10][N:9]=[C:8]3[C:5]3[CH:6]=[CH:7][C:2]([C:33]4[CH:32]=[CH:31][C:30]([N:25]5[CH:29]=[CH:28][CH:27]=[N:26]5)=[CH:35][CH:34]=4)=[CH:3][C:4]=3[F:24])[CH2:15]2)=[O:20])[CH2:23][CH2:22]1. The yield is 0.600.